This data is from Reaction yield outcomes from USPTO patents with 853,638 reactions. The task is: Predict the reaction yield, written as a fraction of the theoretical maximum amount of product (1.0 means a 100% yield; for example, 0.34 means a 34% yield). (1) The reactants are [CH3:1][C:2]1([CH3:22])[C@H:6]([C:7]2[CH:12]=[CH:11][C:10]([CH3:13])=[CH:9][CH:8]=2)[C:5]2[C:14]([CH3:21])=[C:15]([NH2:20])[C:16]([CH3:19])=[C:17]([CH3:18])[C:4]=2[O:3]1.[CH3:23][O:24][C:25]1[CH:30]=[CH:29][C:28]([CH:31]([CH3:35])C(O)=O)=[CH:27][CH:26]=1.[C:36](OCC)(=[O:38])C.CCCCCC. No catalyst specified. The product is [CH3:23][O:24][C:25]1[CH:26]=[CH:27][C:28]([CH2:31][CH2:35][C:36]([NH:20][C:15]2[C:16]([CH3:19])=[C:17]([CH3:18])[C:4]3[O:3][C:2]([CH3:22])([CH3:1])[C@H:6]([C:7]4[CH:8]=[CH:9][C:10]([CH3:13])=[CH:11][CH:12]=4)[C:5]=3[C:14]=2[CH3:21])=[O:38])=[CH:29][CH:30]=1. The yield is 0.210. (2) The reactants are FC(F)(F)C(O)=O.C([O:12][C:13](=[O:37])[CH2:14][CH2:15][CH2:16][N:17]([C:24](=[O:36])[C@H:25]([NH:27][C:28]1[CH:33]=[CH:32][C:31]([Cl:34])=[C:30]([Cl:35])[CH:29]=1)[CH3:26])[CH2:18][CH:19](OC)OC)(C)(C)C.C([SiH](CC)CC)C.C(N(CC)CC)C. The catalyst is ClCCl. The product is [Cl:35][C:30]1[CH:29]=[C:28]([N:27]2[CH2:19][CH2:18][N:17]([CH2:16][CH2:15][CH2:14][C:13]([OH:12])=[O:37])[C:24](=[O:36])[C@H:25]2[CH3:26])[CH:33]=[CH:32][C:31]=1[Cl:34]. The yield is 0.960.